This data is from Full USPTO retrosynthesis dataset with 1.9M reactions from patents (1976-2016). The task is: Predict the reactants needed to synthesize the given product. (1) The reactants are: [O:1]1[C:5]2[CH:6]=[CH:7][CH:8]=[CH:9][C:4]=2[N:3]=[C:2]1[N:10]1[C:19]2[C:14](=[CH:15][CH:16]=[C:17](Br)[CH:18]=2)[N:13]([C:21]([CH:23]2[CH2:25][CH2:24]2)=[O:22])[C@@H:12]([CH3:26])[CH2:11]1.CC1(C)C(C)(C)OB([N:35]2[CH:39]=[CH:38][CH:37]=[N:36]2)O1.C1(P(C2CCCCC2)[C:48]2C=CC=C[C:49]=2[C:54]2C(C(C)C)=CC(C(C)C)=CC=2C(C)C)CCCCC1.C(=O)([O-])[O-].[Cs+].[Cs+]. Given the product [O:1]1[C:5]2[CH:6]=[CH:7][CH:8]=[CH:9][C:4]=2[N:3]=[C:2]1[N:10]1[C:19]2[C:14](=[CH:15][CH:16]=[C:17]([C:38]3[CH:37]=[N:36][N:35]([CH:54]4[CH2:49][CH2:48]4)[CH:39]=3)[CH:18]=2)[N:13]([C:21]([CH:23]2[CH2:25][CH2:24]2)=[O:22])[C@@H:12]([CH3:26])[CH2:11]1, predict the reactants needed to synthesize it. (2) Given the product [CH2:36]([O:38][C:39](=[O:46])[CH2:40][CH2:41][CH2:42][CH2:43][CH2:44][O:34][C:31]1[CH:32]=[CH:33][C:28]([C:3]([CH2:4][CH3:5])([C:6]2[CH:11]=[CH:10][C:9](/[CH:12]=[CH:13]/[C:14]([O:23][CH2:24][O:25][CH3:26])([C:19]([F:20])([F:21])[F:22])[C:15]([F:18])([F:17])[F:16])=[C:8]([CH3:27])[CH:7]=2)[CH2:1][CH3:2])=[CH:29][C:30]=1[CH3:35])[CH3:37], predict the reactants needed to synthesize it. The reactants are: [CH2:1]([C:3]([C:28]1[CH:33]=[CH:32][C:31]([OH:34])=[C:30]([CH3:35])[CH:29]=1)([C:6]1[CH:11]=[CH:10][C:9](/[CH:12]=[CH:13]/[C:14]([O:23][CH2:24][O:25][CH3:26])([C:19]([F:22])([F:21])[F:20])[C:15]([F:18])([F:17])[F:16])=[C:8]([CH3:27])[CH:7]=1)[CH2:4][CH3:5])[CH3:2].[CH2:36]([O:38][C:39](=[O:46])[CH2:40][CH2:41][CH2:42][CH2:43][CH2:44]Br)[CH3:37].C([O-])([O-])=O.[K+].[K+].O. (3) Given the product [F:29][C:30]1([F:35])[CH2:33][CH:32]([NH:34][C:24]([C:21]2[O:22][C:23]3[C:15]([N:12]4[CH2:13][CH2:14][N:9]([CH2:8][CH2:7][C:2]5[CH:3]=[CH:4][CH:5]=[CH:6][N:1]=5)[CH2:10][CH2:11]4)=[CH:16][CH:17]=[CH:18][C:19]=3[CH:20]=2)=[O:26])[CH2:31]1, predict the reactants needed to synthesize it. The reactants are: [N:1]1[CH:6]=[CH:5][CH:4]=[CH:3][C:2]=1[CH2:7][CH2:8][N:9]1[CH2:14][CH2:13][N:12]([C:15]2[C:23]3[O:22][C:21]([C:24]([O-:26])=O)=[CH:20][C:19]=3[CH:18]=[CH:17][CH:16]=2)[CH2:11][CH2:10]1.[Li+].Cl.[F:29][C:30]1([F:35])[CH2:33][CH:32]([NH2:34])[CH2:31]1. (4) Given the product [F:1][C:2]1[C:3]([NH:10][C:11]2[C:16]([C:17]3[N:25]=[CH:24][N:23]=[C:22]4[C:18]=3[N:19]=[CH:20][N:21]4[CH:26]3[CH2:31][CH2:30][CH2:29][CH2:28][O:27]3)=[CH:15][CH:14]=[CH:13][N:12]=2)=[C:4]([F:9])[CH:5]=[CH:6][C:7]=1[NH:8][S:41]([C:38]1[CH:37]=[CH:36][C:35]([O:34][C:33]([F:32])([F:45])[F:46])=[CH:40][CH:39]=1)(=[O:43])=[O:42], predict the reactants needed to synthesize it. The reactants are: [F:1][C:2]1[C:7]([NH2:8])=[CH:6][CH:5]=[C:4]([F:9])[C:3]=1[NH:10][C:11]1[C:16]([C:17]2[N:25]=[CH:24][N:23]=[C:22]3[C:18]=2[N:19]=[CH:20][N:21]3[CH:26]2[CH2:31][CH2:30][CH2:29][CH2:28][O:27]2)=[CH:15][CH:14]=[CH:13][N:12]=1.[F:32][C:33]([F:46])([F:45])[O:34][C:35]1[CH:40]=[CH:39][C:38]([S:41](Cl)(=[O:43])=[O:42])=[CH:37][CH:36]=1.N1C=CC=CC=1. (5) Given the product [F:31][C:25]1[CH:26]=[C:27]([F:30])[CH:28]=[CH:29][C:24]=1[NH:23][C:20]1[O:19][C:18]([CH2:17][CH2:16][C:15]([NH:14][CH:11]2[CH2:12][CH2:13][NH:8][CH2:9][CH2:10]2)=[O:32])=[N:22][N:21]=1, predict the reactants needed to synthesize it. The reactants are: C([N:8]1[CH2:13][CH2:12][CH:11]([NH:14][C:15](=[O:32])[CH2:16][CH2:17][C:18]2[O:19][C:20]([NH:23][C:24]3[CH:29]=[CH:28][C:27]([F:30])=[CH:26][C:25]=3[F:31])=[N:21][N:22]=2)[CH2:10][CH2:9]1)C1C=CC=CC=1. (6) Given the product [NH2:1][CH2:2][CH:3]([CH2:32][C:33]1[CH:34]=[CH:35][C:36]([O:39][CH2:40][CH2:41][O:42][C:43]2[C:44]([Cl:51])=[CH:45][C:46]([CH3:50])=[CH:47][C:48]=2[Cl:49])=[CH:37][CH:38]=1)[C:4]([N:6]([CH2:10][C:11]1[CH:12]=[C:13]([CH:24]=[C:25]([CH2:27][CH2:28][CH2:29][O:30][CH3:31])[CH:26]=1)[O:14][CH2:15][CH:16]1[CH2:18][CH:17]1[C:19]([O-:21])=[O:20])[CH:7]1[CH2:9][CH2:8]1)=[O:5].[Na+:53], predict the reactants needed to synthesize it. The reactants are: [NH2:1][CH2:2][CH:3]([CH2:32][C:33]1[CH:38]=[CH:37][C:36]([O:39][CH2:40][CH2:41][O:42][C:43]2[C:48]([Cl:49])=[CH:47][C:46]([CH3:50])=[CH:45][C:44]=2[Cl:51])=[CH:35][CH:34]=1)[C:4]([N:6]([CH2:10][C:11]1[CH:12]=[C:13]([CH:24]=[C:25]([CH2:27][CH2:28][CH2:29][O:30][CH3:31])[CH:26]=1)[O:14][CH2:15][CH:16]1[CH2:18][CH:17]1[C:19]([O:21]CC)=[O:20])[CH:7]1[CH2:9][CH2:8]1)=[O:5].[OH-].[Na+:53]. (7) The reactants are: Br[C:2]1[CH:3]=[C:4]2[C:8](=[CH:9][C:10]=1[F:11])[N:7]([CH:12]1[CH2:17][CH2:16][N:15]([C:18]3[N:23]=[CH:22][C:21]([CH2:24][CH3:25])=[CH:20][N:19]=3)[CH2:14][CH2:13]1)[CH:6]=[CH:5]2.CC1(C)C(C)(C)OB([C:34]2[CH:39]=[CH:38][C:37]([NH:40][S:41]([CH3:44])(=[O:43])=[O:42])=[CH:36][CH:35]=2)O1. Given the product [CH2:24]([C:21]1[CH:22]=[N:23][C:18]([N:15]2[CH2:14][CH2:13][CH:12]([N:7]3[C:8]4[C:4](=[CH:3][C:2]([C:34]5[CH:35]=[CH:36][C:37]([NH:40][S:41]([CH3:44])(=[O:42])=[O:43])=[CH:38][CH:39]=5)=[C:10]([F:11])[CH:9]=4)[CH:5]=[CH:6]3)[CH2:17][CH2:16]2)=[N:19][CH:20]=1)[CH3:25], predict the reactants needed to synthesize it.